The task is: Regression. Given a peptide amino acid sequence and an MHC pseudo amino acid sequence, predict their binding affinity value. This is MHC class II binding data.. This data is from Peptide-MHC class II binding affinity with 134,281 pairs from IEDB. The peptide sequence is ASEVFKAVEAYLVAH. The MHC is HLA-DQA10102-DQB10602 with pseudo-sequence HLA-DQA10102-DQB10602. The binding affinity (normalized) is 0.518.